From a dataset of Forward reaction prediction with 1.9M reactions from USPTO patents (1976-2016). Predict the product of the given reaction. (1) Given the reactants [CH2:1]([C:8]1[C:13]2[O:14][CH:15]([CH3:19])[C:16](=[O:18])[NH:17][C:12]=2[CH:11]=[C:10]([CH:20]=O)[CH:9]=1)[C:2]1[CH:7]=[CH:6][CH:5]=[CH:4][CH:3]=1.[CH2:22]([NH:24][C:25](=[O:38])[C:26]1[CH:31]=[CH:30][C:29]([N:32]2[CH2:37][CH2:36][NH:35][CH2:34][CH2:33]2)=[CH:28][CH:27]=1)[CH3:23], predict the reaction product. The product is: [CH2:1]([C:8]1[C:13]2[O:14][CH:15]([CH3:19])[C:16](=[O:18])[NH:17][C:12]=2[CH:11]=[C:10]([CH2:20][N:35]2[CH2:34][CH2:33][N:32]([C:29]3[CH:28]=[CH:27][C:26]([C:25]([NH:24][CH2:22][CH3:23])=[O:38])=[CH:31][CH:30]=3)[CH2:37][CH2:36]2)[CH:9]=1)[C:2]1[CH:3]=[CH:4][CH:5]=[CH:6][CH:7]=1. (2) Given the reactants C(=O)([O-])[O-].[Na+].[Na+].Br[C:8]1[CH:9]=[C:10]([C:14]2[C:23]3[C:18](=[CH:19][C:20]([OH:29])=[C:21]4[O:26][C:25]([CH3:28])([CH3:27])[CH2:24][C:22]4=3)[CH2:17][C:16]([CH3:31])([CH3:30])[N:15]=2)[CH:11]=[CH:12][CH:13]=1.[N:32]1[CH:37]=[CH:36][C:35](B(O)O)=[CH:34][CH:33]=1.Cl, predict the reaction product. The product is: [CH3:31][C:16]1([CH3:30])[CH2:17][C:18]2[C:23](=[C:22]3[CH2:24][C:25]([CH3:27])([CH3:28])[O:26][C:21]3=[C:20]([OH:29])[CH:19]=2)[C:14]([C:10]2[CH:11]=[CH:12][CH:13]=[C:8]([C:35]3[CH:36]=[CH:37][N:32]=[CH:33][CH:34]=3)[CH:9]=2)=[N:15]1. (3) Given the reactants [F:1][C:2]1[C:10]([O:11][C:12]2[C:21]3[C:16](=[CH:17][C:18]([OH:24])=[C:19]([O:22][CH3:23])[CH:20]=3)[N:15]=[CH:14][N:13]=2)=[CH:9][CH:8]=[C:7]2[C:3]=1[CH:4]=[C:5]([CH3:25])[NH:6]2.[C:26]([N:29]1[CH2:34][CH2:33][N:32]([CH2:35][CH2:36]O)[CH2:31][CH2:30]1)(=[O:28])[CH3:27].C1(P(C2C=CC=CC=2)C2C=CC=CC=2)C=CC=CC=1.N(C(OC(C)C)=O)=NC(OC(C)C)=O, predict the reaction product. The product is: [C:26]([N:29]1[CH2:34][CH2:33][N:32]([CH2:35][CH2:36][O:24][C:18]2[CH:17]=[C:16]3[C:21]([C:12]([O:11][C:10]4[C:2]([F:1])=[C:3]5[C:7](=[CH:8][CH:9]=4)[NH:6][C:5]([CH3:25])=[CH:4]5)=[N:13][CH:14]=[N:15]3)=[CH:20][C:19]=2[O:22][CH3:23])[CH2:31][CH2:30]1)(=[O:28])[CH3:27]. (4) The product is: [F:1][C:2]1[C:3]([NH2:9])=[N:4][C:5]2[C:6]([CH:7]=1)=[N:8][CH:15]=[CH:14][CH:19]=2. Given the reactants [F:1][C:2]1[C:3]([NH2:9])=[N:4][CH:5]=[C:6]([NH2:8])[CH:7]=1.[Na+].[N+]([C:14]1[CH:15]=C(S([O-])(=O)=O)C=C[CH:19]=1)([O-])=O.OCC(CO)O.OS(O)(=O)=O, predict the reaction product. (5) Given the reactants [C:1]([O:5][C:6]([N:8]1[C@@H:12]([CH2:13][NH:14][C:15]2[CH:20]=[CH:19][CH:18]=[CH:17][CH:16]=2)[CH2:11][O:10][C:9]1([CH3:22])[CH3:21])=[O:7])([CH3:4])([CH3:3])[CH3:2].CO[C:25]([CH3:27])=[CH2:26].FC(F)(F)C(O)=O.C(O[BH-](OC(=O)C)OC(=O)C)(=O)C.[Na+], predict the reaction product. The product is: [C:1]([O:5][C:6]([N:8]1[C@@H:12]([CH2:13][N:14]([CH:25]([CH3:27])[CH3:26])[C:15]2[CH:16]=[CH:17][CH:18]=[CH:19][CH:20]=2)[CH2:11][O:10][C:9]1([CH3:22])[CH3:21])=[O:7])([CH3:4])([CH3:2])[CH3:3]. (6) Given the reactants [CH2:1]([O:8][N:9]=[C:10]([C:12]1[C:13]([O:19][CH2:20][CH3:21])=[N:14][N:15]([CH3:18])[C:16]=1[OH:17])[CH3:11])[C:2]1[CH:7]=[CH:6][CH:5]=[CH:4][CH:3]=1.[OH:22][NH:23]S(C1C=CC=CC=1S(C)(=O)=O)(=O)=O.C(=O)([O-])[O-].[K+].[K+].C(CN(CC(O)=O)CCN(CCN(CC(O)=O)CC(O)=O)CC(O)=O)(O)=O, predict the reaction product. The product is: [CH2:1]([O:8][N:9]=[C:10]([C:12]1([NH:23][OH:22])[C:16](=[O:17])[N:15]([CH3:18])[N:14]=[C:13]1[O:19][CH2:20][CH3:21])[CH3:11])[C:2]1[CH:7]=[CH:6][CH:5]=[CH:4][CH:3]=1. (7) Given the reactants CON(C)[C:4]([C:6]1[CH:7]=[N:8][C:9]2[C:14]([C:15]=1[C:16]1[CH:21]=[CH:20][CH:19]=[CH:18][CH:17]=1)=[CH:13][CH:12]=[CH:11][C:10]=2[C:22]([F:25])([F:24])[F:23])=[O:5].[CH3:27][C:28]1[CH:33]=[CH:32][CH:31]=[CH:30][C:29]=1[Mg]Br, predict the reaction product. The product is: [CH3:27][C:28]1[CH:33]=[CH:32][CH:31]=[CH:30][C:29]=1[C:4]([C:6]1[CH:7]=[N:8][C:9]2[C:14]([C:15]=1[C:16]1[CH:21]=[CH:20][CH:19]=[CH:18][CH:17]=1)=[CH:13][CH:12]=[CH:11][C:10]=2[C:22]([F:25])([F:23])[F:24])=[O:5].